The task is: Predict the reaction yield, written as a fraction of the theoretical maximum amount of product (1.0 means a 100% yield; for example, 0.34 means a 34% yield).. This data is from Reaction yield outcomes from USPTO patents with 853,638 reactions. (1) The reactants are F[C:2]1[CH:12]=[CH:11][C:5]([C:6]([O:8]CC)=[O:7])=[CH:4][C:3]=1[N+:13]([O-:15])=[O:14].[NH:16]1[CH2:21][CH2:20][O:19][CH2:18][CH2:17]1.[OH-].[Li+]. The catalyst is CN(C=O)C.O.C1COCC1. The product is [N:16]1([C:2]2[CH:12]=[CH:11][C:5]([C:6]([OH:8])=[O:7])=[CH:4][C:3]=2[N+:13]([O-:15])=[O:14])[CH2:21][CH2:20][O:19][CH2:18][CH2:17]1. The yield is 0.930. (2) The reactants are [CH2:1]([N:3]1[C:11]2[C:6](=[CH:7][CH:8]=[C:9]([O:12][CH3:13])[CH:10]=2)[C:5]([C:14]#[N:15])=[C:4]1[I:16])[CH3:2].[N+:17]([O-])([OH:19])=[O:18]. The catalyst is C(O)(=O)C. The product is [CH2:1]([N:3]1[C:11]2[C:6](=[CH:7][C:8]([N+:17]([O-:19])=[O:18])=[C:9]([O:12][CH3:13])[CH:10]=2)[C:5]([C:14]#[N:15])=[C:4]1[I:16])[CH3:2]. The yield is 0.290. (3) The reactants are [F:1][C:2]1[C:7]2[O:8][CH2:9][CH2:10][O:11][C:6]=2[CH:5]=[C:4]([C:12]2[C:13]([CH3:18])=[N:14][NH:15][C:16]=2[NH2:17])[CH:3]=1.[Cl:19][C:20]1[C:21]([OH:29])=[CH:22][C:23]([F:28])=[C:24]([CH:27]=1)[CH:25]=O. The catalyst is C(O)(C(F)(F)F)=O. The product is [Cl:19][C:20]1[CH:27]=[C:24]([C:25]2[C:3]3[C:2]([F:1])=[C:7]4[O:8][CH2:9][CH2:10][O:11][C:6]4=[CH:5][C:4]=3[C:12]3[C:13]([CH3:18])=[N:14][NH:15][C:16]=3[N:17]=2)[C:23]([F:28])=[CH:22][C:21]=1[OH:29]. The yield is 0.110. (4) The product is [C:6]([O:5][C:4](=[O:10])[N:3]([N:11]1[CH:15]=[C:14]([C:16]2[CH:17]=[N:18][CH:19]=[CH:20][CH:21]=2)[N:13]=[C:12]1[Cl:27])[CH2:1][CH3:2])([CH3:9])([CH3:7])[CH3:8]. The yield is 0.0350. The reactants are [CH2:1]([N:3]([N:11]1[CH:15]=[C:14]([C:16]2[CH:17]=[N:18][CH:19]=[CH:20][CH:21]=2)[N:13]=[CH:12]1)[C:4](=[O:10])[O:5][C:6]([CH3:9])([CH3:8])[CH3:7])[CH3:2].[Li+].CCC[CH2-].[Cl:27]C(Cl)(Cl)C(Cl)(Cl)Cl. The catalyst is O1CCCC1. (5) The reactants are C[CH:2]([N:6]1[C:10]2[CH:11]=[CH:12][C:13]([Cl:15])=[CH:14][C:9]=2[N:8]=[C:7]1[C:16]1[CH:21]=[C:20]([Cl:22])[CH:19]=[CH:18][C:17]=1[Cl:23])[C:3]([OH:5])=O.CC(N1C2C=C(Cl)C=CC=2N=C1C1C=C(Cl)C=CC=1Cl)C(O)=O.[Cl:47][C:48]1[CH:49]=[C:50]([CH:52]=[C:53]([Cl:55])[CH:54]=1)[NH2:51].CN(C(ON1N=NC2C=CC=NC1=2)=[N+](C)C)C.F[P-](F)(F)(F)(F)F. No catalyst specified. The product is [Cl:15][C:13]1[CH:12]=[CH:11][C:10]2[N:6]([CH2:2][C:3]([NH:51][C:50]3[CH:49]=[C:48]([Cl:47])[CH:54]=[C:53]([Cl:55])[CH:52]=3)=[O:5])[C:7]([C:16]3[CH:21]=[C:20]([Cl:22])[CH:19]=[CH:18][C:17]=3[Cl:23])=[N:8][C:9]=2[CH:14]=1. The yield is 0.330.